From a dataset of Full USPTO retrosynthesis dataset with 1.9M reactions from patents (1976-2016). Predict the reactants needed to synthesize the given product. (1) Given the product [Cl:1][C:2]1[CH:3]=[CH:4][C:5]([C:28]([F:30])([F:31])[F:29])=[C:6]([CH:27]=1)[CH2:7][N:8]1[CH2:13][CH2:12][NH:11][C:10]2[N:14]=[CH:15][C:16]([C:18]3[CH:19]=[CH:20][C:21]([C:22]([N:43]4[CH2:42][CH2:41][N:40]([C:35]5[CH:36]=[CH:37][C:38]([Cl:39])=[C:33]([Cl:32])[CH:34]=5)[CH2:45][CH2:44]4)=[O:24])=[CH:25][CH:26]=3)=[CH:17][C:9]1=2, predict the reactants needed to synthesize it. The reactants are: [Cl:1][C:2]1[CH:3]=[CH:4][C:5]([C:28]([F:31])([F:30])[F:29])=[C:6]([CH:27]=1)[CH2:7][N:8]1[CH2:13][CH2:12][NH:11][C:10]2[N:14]=[CH:15][C:16]([C:18]3[CH:26]=[CH:25][C:21]([C:22]([OH:24])=O)=[CH:20][CH:19]=3)=[CH:17][C:9]1=2.[Cl:32][C:33]1[CH:34]=[C:35]([N:40]2[CH2:45][CH2:44][NH:43][CH2:42][CH2:41]2)[CH:36]=[CH:37][C:38]=1[Cl:39]. (2) Given the product [CH3:1][O:2][C:3]([C:5]1[N:6]=[C:7]2[C:12]([C:13]([F:15])([F:14])[F:16])=[CH:11][C:10]([NH2:17])=[CH:9][N:8]2[C:20]=1[Cl:21])=[O:4], predict the reactants needed to synthesize it. The reactants are: [CH3:1][O:2][C:3]([C:5]1[N:6]=[C:7]2[C:12]([C:13]([F:16])([F:15])[F:14])=[CH:11][C:10]([N+:17]([O-])=O)=[CH:9][N:8]2[C:20]=1[Cl:21])=[O:4].CO. (3) Given the product [CH3:58][O:57][C:53]1[CH:52]=[C:51]([C:41]2[CH:42]=[C:43]([C:48]([NH2:50])=[O:49])[C:44]3[NH:45][C:46]4[C:38]([C:39]=3[CH:40]=2)=[CH:37][CH:36]=[C:35]([NH:34][C:8]([CH:5]2[CH2:4][CH2:3][N:2]([CH3:1])[CH2:7][CH2:6]2)=[O:10])[CH:47]=4)[CH:56]=[CH:55][CH:54]=1, predict the reactants needed to synthesize it. The reactants are: [CH3:1][N:2]1[CH2:7][CH2:6][CH:5]([C:8]([OH:10])=O)[CH2:4][CH2:3]1.CCN(C(C)C)C(C)C.C(Cl)CCl.C1C=CC2N(O)N=NC=2C=1.[NH2:34][C:35]1[CH:47]=[C:46]2[C:38]([C:39]3[CH:40]=[C:41]([C:51]4[CH:56]=[CH:55][CH:54]=[C:53]([O:57][CH3:58])[CH:52]=4)[CH:42]=[C:43]([C:48]([NH2:50])=[O:49])[C:44]=3[NH:45]2)=[CH:37][CH:36]=1. (4) Given the product [F:4][C:5]1[CH:10]=[C:9]([N+:11]([O-:13])=[O:12])[CH:8]=[CH:7][C:6]=1[N:14]1[CH2:15][CH2:16][CH:17]([CH2:20][CH2:21][NH2:22])[CH2:18][CH2:19]1, predict the reactants needed to synthesize it. The reactants are: O.NN.[F:4][C:5]1[CH:10]=[C:9]([N+:11]([O-:13])=[O:12])[CH:8]=[CH:7][C:6]=1[N:14]1[CH2:19][CH2:18][CH:17]([CH2:20][CH2:21][N:22]2C(=O)C3C(=CC=CC=3)C2=O)[CH2:16][CH2:15]1.O. (5) Given the product [Cl:1][C:2]1[CH:3]=[C:4]([CH:23]=[CH:24][C:25]=1[F:26])[CH2:5][N:6]1[CH2:15][CH2:14][C:13]2[C:8](=[C:9]([OH:21])[CH:10]=[N+:11]([O-:30])[C:12]=2[C:16]([O:18][CH2:19][CH3:20])=[O:17])[C:7]1=[O:22], predict the reactants needed to synthesize it. The reactants are: [Cl:1][C:2]1[CH:3]=[C:4]([CH:23]=[CH:24][C:25]=1[F:26])[CH2:5][N:6]1[CH2:15][CH2:14][C:13]2[C:12]([C:16]([O:18][CH2:19][CH3:20])=[O:17])=[N:11][CH:10]=[C:9]([OH:21])[C:8]=2[C:7]1=[O:22].OO.S([O-])([O-])=[O:30].[Na+].[Na+].